Dataset: Catalyst prediction with 721,799 reactions and 888 catalyst types from USPTO. Task: Predict which catalyst facilitates the given reaction. Reactant: P([O-])([O-])([O-])=[O:2].[K+].[K+].[K+].[O:9]1[CH:13]=[CH:12][CH:11]=[C:10]1[C:14]#[N:15].C(#N)C.[OH2:19].CN(C)[C:22](=[O:29])[C:23]1[CH:28]=[CH:27][CH:26]=CC=1. Product: [O:9]1[CH:13]=[CH:12][CH:11]=[C:10]1[C:14]([NH2:15])=[O:29].[O:19]1[CH:26]=[CH:27][CH:28]=[C:23]1[C:22]([OH:29])=[O:2]. The catalyst class is: 10.